From a dataset of Forward reaction prediction with 1.9M reactions from USPTO patents (1976-2016). Predict the product of the given reaction. (1) Given the reactants Cl[C:2]1[CH:7]=[N:6][CH:5]=[C:4]([Cl:8])[N:3]=1.[NH2:9][CH:10]1[CH2:15][CH2:14][N:13]([C:16]([O:18][C:19]([CH3:22])([CH3:21])[CH3:20])=[O:17])[CH2:12][CH2:11]1.ClC1N=C(N2CCN(C(OC(C)(C)C)=O)CC2)C=NC=1, predict the reaction product. The product is: [Cl:8][C:4]1[N:3]=[C:2]([NH:9][CH:10]2[CH2:11][CH2:12][N:13]([C:16]([O:18][C:19]([CH3:22])([CH3:21])[CH3:20])=[O:17])[CH2:14][CH2:15]2)[CH:7]=[N:6][CH:5]=1. (2) Given the reactants [CH3:1][N:2]1[CH2:7][CH2:6][N:5]([C:8]([C:10]2([C:16]3[CH:21]=[CH:20][CH:19]=[CH:18][CH:17]=3)[CH2:15][CH2:14][NH:13][CH2:12][CH2:11]2)=[O:9])[CH2:4][CH2:3]1.[C:22]1([CH:28]([N:35]=[C:36]=[O:37])[C:29]2[CH:34]=[CH:33][CH:32]=[CH:31][CH:30]=2)[CH:27]=[CH:26][CH:25]=[CH:24][CH:23]=1, predict the reaction product. The product is: [CH:28]([NH:35][C:36]([N:13]1[CH2:12][CH2:11][C:10]([C:8]([N:5]2[CH2:6][CH2:7][N:2]([CH3:1])[CH2:3][CH2:4]2)=[O:9])([C:16]2[CH:21]=[CH:20][CH:19]=[CH:18][CH:17]=2)[CH2:15][CH2:14]1)=[O:37])([C:29]1[CH:30]=[CH:31][CH:32]=[CH:33][CH:34]=1)[C:22]1[CH:27]=[CH:26][CH:25]=[CH:24][CH:23]=1. (3) Given the reactants [CH3:1][C:2]1[NH:3][CH:4]=[C:5]([C:7]([OH:9])=O)[N:6]=1.CCN=C=NCCCN(C)C.CCN(C(C)C)C(C)C.CN(C(ON1N=NC2C=CC=CC1=2)=[N+](C)C)C.F[P-](F)(F)(F)(F)F.[NH2:54][C@@H:55]([CH3:73])[CH2:56][N:57]1[CH:61]=[CH:60][C:59]([C:62]2[CH:69]=[C:68]([F:70])[C:65]([C:66]#[N:67])=[C:64]([Cl:71])[C:63]=2[F:72])=[N:58]1, predict the reaction product. The product is: [Cl:71][C:64]1[C:63]([F:72])=[C:62]([C:59]2[CH:60]=[CH:61][N:57]([CH2:56][C@@H:55]([NH:54][C:7]([C:5]3[NH:6][C:2]([CH3:1])=[N:3][CH:4]=3)=[O:9])[CH3:73])[N:58]=2)[CH:69]=[C:68]([F:70])[C:65]=1[C:66]#[N:67]. (4) Given the reactants [C:1]([O:5][C:6]([NH:8][C:9]1[CH:14]=[CH:13][CH:12]=[CH:11][C:10]=1[NH:15][C:16](=[O:32])[C:17]1[CH:22]=[CH:21][C:20](B2OC(C)(C)C(C)(C)O2)=[CH:19][CH:18]=1)=[O:7])([CH3:4])([CH3:3])[CH3:2].Br[C:34]1[S:38][C:37]([C:39]2[CH:44]=[CH:43][N:42]=[C:41]([S:45][CH3:46])[N:40]=2)=[CH:36][CH:35]=1, predict the reaction product. The product is: [C:1]([O:5][C:6]([NH:8][C:9]1[CH:14]=[CH:13][CH:12]=[CH:11][C:10]=1[NH:15][C:16](=[O:32])[C:17]1[CH:18]=[CH:19][C:20]([C:34]2[S:38][C:37]([C:39]3[CH:44]=[CH:43][N:42]=[C:41]([S:45][CH3:46])[N:40]=3)=[CH:36][CH:35]=2)=[CH:21][CH:22]=1)=[O:7])([CH3:4])([CH3:2])[CH3:3]. (5) Given the reactants [C:1]([O:5][C:6]([NH:8][CH:9]1[CH2:14][CH2:13][CH:12]([NH:15][C:16]2[C:17]([CH3:31])=[C:18]([CH:23]=[C:24]([O:26][CH2:27][CH2:28][O:29][CH3:30])[CH:25]=2)[C:19]([O:21][CH3:22])=[O:20])[CH2:11][CH2:10]1)=[O:7])([CH3:4])([CH3:3])[CH3:2].[CH:32](=O)[CH3:33].C(O)(=O)C.C(O[BH-](OC(=O)C)OC(=O)C)(=O)C.[Na+], predict the reaction product. The product is: [C:1]([O:5][C:6]([NH:8][CH:9]1[CH2:14][CH2:13][CH:12]([N:15]([CH2:32][CH3:33])[C:16]2[C:17]([CH3:31])=[C:18]([CH:23]=[C:24]([O:26][CH2:27][CH2:28][O:29][CH3:30])[CH:25]=2)[C:19]([O:21][CH3:22])=[O:20])[CH2:11][CH2:10]1)=[O:7])([CH3:2])([CH3:3])[CH3:4]. (6) Given the reactants C1([O:7][C:8](=O)[NH:9][C:10]2[S:14][N:13]=[C:12]([O:15][CH2:16][C:17]3[C:22]([F:23])=[CH:21][C:20]([CH3:24])=[C:19]([F:25])[C:18]=3[F:26])[C:11]=2[C:27](=[O:29])[NH2:28])C=CC=CC=1.[CH3:31][NH:32][CH2:33][CH2:34][CH2:35][NH2:36], predict the reaction product. The product is: [NH2:36][CH2:35][CH2:34][CH2:33][N:32]([CH3:31])[C:8](=[O:7])[NH:9][C:10]1[S:14][N:13]=[C:12]([O:15][CH2:16][C:17]2[C:22]([F:23])=[CH:21][C:20]([CH3:24])=[C:19]([F:25])[C:18]=2[F:26])[C:11]=1[C:27]([NH2:28])=[O:29]. (7) The product is: [N:1]1([CH2:5][CH2:6][N:7]2[CH:11]=[C:10]([C:12]3[CH:17]=[CH:16][N:15]=[C:14]([CH:18]([CH3:20])[CH3:19])[CH:13]=3)[N:9]=[C:8]2[CH:21]2[CH2:22][CH2:23][N:24]([C:28]3[N:33]=[CH:32][N:31]=[C:30]([NH2:34])[C:29]=3[CH:35]3[CH2:37][CH2:36]3)[CH2:25][CH2:26]2)[CH2:4][CH2:3][CH2:2]1. Given the reactants [N:1]1([CH2:5][CH2:6][N:7]2[CH:11]=[C:10]([C:12]3[CH:17]=[CH:16][N:15]=[C:14]([CH:18]([CH3:20])[CH3:19])[CH:13]=3)[N:9]=[C:8]2[CH:21]2[CH2:26][CH2:25][NH:24][CH2:23][CH2:22]2)[CH2:4][CH2:3][CH2:2]1.Cl[C:28]1[N:33]=[CH:32][N:31]=[C:30]([NH2:34])[C:29]=1[CH:35]1[CH2:37][CH2:36]1, predict the reaction product.